Predict the reactants needed to synthesize the given product. From a dataset of Full USPTO retrosynthesis dataset with 1.9M reactions from patents (1976-2016). (1) Given the product [CH2:4]([O:11][CH2:12][C@@H:13]1[O:18][CH2:19][C:20]2=[N:21][O:22][C@@H:16]([CH3:17])[C@@H:15]2[CH2:14]1)[C:5]1[CH:10]=[CH:9][CH:8]=[CH:7][CH:6]=1, predict the reactants needed to synthesize it. The reactants are: Cl[O-].[Na+].[CH2:4]([O:11][CH2:12][C@H:13]([O:18][CH2:19][CH:20]=[N:21][OH:22])[CH2:14][CH:15]=[CH:16][CH3:17])[C:5]1[CH:10]=[CH:9][CH:8]=[CH:7][CH:6]=1.C(N(CC)CC)C. (2) Given the product [NH2:1][C:2]1[C:3]([C:25]([NH:27][C:28]2[CH:29]=[N:30][CH:31]=[CH:32][C:33]=2[N:34]2[CH2:39][CH2:38][CH2:37][C@H:36]([NH2:40])[CH2:35]2)=[O:26])=[N:4][C:5]([C:9]2[C:14]([F:15])=[CH:13][CH:12]=[C:11]([OH:16])[C:10]=2[F:24])=[C:6]([F:8])[CH:7]=1, predict the reactants needed to synthesize it. The reactants are: [NH2:1][C:2]1[C:3]([C:25]([NH:27][C:28]2[CH:29]=[N:30][CH:31]=[CH:32][C:33]=2[N:34]2[CH2:39][CH2:38][CH2:37][C@H:36]([NH2:40])[CH2:35]2)=[O:26])=[N:4][C:5]([C:9]2[C:14]([F:15])=[CH:13][CH:12]=[C:11]([O:16]CC3C=CC=CC=3)[C:10]=2[F:24])=[C:6]([F:8])[CH:7]=1. (3) Given the product [CH:32]1([S:29]([NH:28][C:27]([C@@:22]2([NH:21][C:20]([C@H:18]3[N:17]([C:45](=[O:46])[C@@H:44]([C:42]([O:41][C:37]([CH3:39])([CH3:38])[CH3:40])=[O:43])[CH:48]4[CH2:53][CH2:52][CH2:51][CH2:50][CH2:49]4)[CH2:16][C@H:15]([O:14][C:12]([N:6]4[CH2:5][C:4]5[C:8](=[CH:9][CH:10]=[CH:11][C:3]=5[Cl:2])[CH2:7]4)=[O:13])[CH2:19]3)=[O:36])[CH2:24][C@H:23]2[CH:25]=[CH2:26])=[O:35])(=[O:31])=[O:30])[CH2:33][CH2:34]1, predict the reactants needed to synthesize it. The reactants are: Cl.[Cl:2][C:3]1[CH:11]=[CH:10][CH:9]=[C:8]2[C:4]=1[CH2:5][N:6]([C:12]([O:14][C@@H:15]1[CH2:19][C@@H:18]([C:20](=[O:36])[NH:21][C@:22]3([C:27](=[O:35])[NH:28][S:29]([CH:32]4[CH2:34][CH2:33]4)(=[O:31])=[O:30])[CH2:24][C@H:23]3[CH:25]=[CH2:26])[NH:17][CH2:16]1)=[O:13])[CH2:7]2.[C:37]([O:41][C:42]([C@@H:44]([CH:48]1[CH2:53][CH2:52][CH2:51][CH2:50][CH2:49]1)[C:45](O)=[O:46])=[O:43])([CH3:40])([CH3:39])[CH3:38].CN(C(ON1N=NC2C=CC=NC1=2)=[N+](C)C)C.F[P-](F)(F)(F)(F)F.CCN(C(C)C)C(C)C.Cl. (4) Given the product [Cl:22][C:18]1[CH:17]=[C:16]([CH:21]=[CH:20][CH:19]=1)[CH2:15][NH:14][C:10]1[CH:11]=[CH:12][CH:13]=[C:4]([C:3]([OH:23])=[O:2])[C:5]=1[C:6]([OH:8])=[O:7], predict the reactants needed to synthesize it. The reactants are: C[O:2][C:3](=[O:23])[C:4]1[C:5](=[C:10]([NH:14][CH2:15][C:16]2[CH:21]=[CH:20][CH:19]=[C:18]([Cl:22])[CH:17]=2)[CH:11]=[CH:12][CH:13]=1)[C:6]([O:8]C)=[O:7].COCCNC1C=CC=C(C(O)=O)C=1C(O)=O. (5) Given the product [CH3:1][N:2]([C:9]([NH:8][CH2:7][C:6]1[CH:11]=[C:12]([C:15]2[CH:20]=[CH:19][CH:18]=[CH:17][CH:16]=2)[CH:13]=[CH:14][C:5]=1[CH3:4])=[O:10])[NH2:3], predict the reactants needed to synthesize it. The reactants are: [CH3:1][NH:2][NH2:3].[CH3:4][C:5]1[CH:14]=[CH:13][C:12]([C:15]2[CH:20]=[CH:19][CH:18]=[CH:17][CH:16]=2)=[CH:11][C:6]=1[CH2:7][N:8]=[C:9]=[O:10].CCCCCC.C(OCC)(=O)C.C(OCC)(=O)C. (6) Given the product [Br:1][C:2]1[CH:3]=[C:4]([C:11]([O:13][CH3:14])=[O:12])[C:5]2[CH:6]=[CH:7][N:8]([CH:15]3[CH2:17][CH2:16]3)[C:9]=2[CH:10]=1, predict the reactants needed to synthesize it. The reactants are: [Br:1][C:2]1[CH:3]=[C:4]([C:11]([O:13][CH3:14])=[O:12])[C:5]2[CH:6]=[CH:7][NH:8][C:9]=2[CH:10]=1.[CH:15]1(B(O)O)[CH2:17][CH2:16]1.C(=O)([O-])[O-].[Na+].[Na+].N1C=CC=CC=1C1C=CC=CN=1. (7) Given the product [C:1]([CH2:3][CH:4]1[CH2:9][CH2:8][N:7]([C:10]([O:12][C:13]([CH3:16])([CH3:15])[CH3:14])=[O:11])[CH:6]([C:17]2[CH:18]=[CH:19][CH:20]=[CH:21][CH:22]=2)[CH2:5]1)#[N:2], predict the reactants needed to synthesize it. The reactants are: [C:1]([CH:3]=[C:4]1[CH2:9][CH2:8][N:7]([C:10]([O:12][C:13]([CH3:16])([CH3:15])[CH3:14])=[O:11])[CH:6]([C:17]2[CH:22]=[CH:21][CH:20]=[CH:19][CH:18]=2)[CH2:5]1)#[N:2].N#N. (8) Given the product [F:1][C:2]1[CH:14]=[CH:13][CH:12]=[CH:11][C:3]=1[CH2:4][N:5]1[CH:9]=[C:8]([O:10][C:16]2[N:17]=[C:18]([OH:26])[C:19]3[CH:25]=[CH:24][N:23]=[CH:22][C:20]=3[N:21]=2)[CH:7]=[N:6]1, predict the reactants needed to synthesize it. The reactants are: [F:1][C:2]1[CH:14]=[CH:13][CH:12]=[CH:11][C:3]=1[CH2:4][N:5]1[CH:9]=[C:8]([OH:10])[CH:7]=[N:6]1.Cl[C:16]1[N:17]=[C:18]([OH:26])[C:19]2[CH:25]=[CH:24][N:23]=[CH:22][C:20]=2[N:21]=1.